Dataset: Forward reaction prediction with 1.9M reactions from USPTO patents (1976-2016). Task: Predict the product of the given reaction. (1) Given the reactants [C:1]([O:5][C:6]([N:8]1[CH2:13][CH2:12][C:11]([C:14]2[CH:19]=[CH:18][CH:17]=[CH:16][CH:15]=2)=[C:10]([C:20]([OH:22])=[O:21])[CH2:9]1)=[O:7])([CH3:4])([CH3:3])[CH3:2], predict the reaction product. The product is: [C:1]([O:5][C:6]([N:8]1[CH2:13][CH2:12][C@H:11]([C:14]2[CH:19]=[CH:18][CH:17]=[CH:16][CH:15]=2)[C@H:10]([C:20]([OH:22])=[O:21])[CH2:9]1)=[O:7])([CH3:4])([CH3:2])[CH3:3]. (2) The product is: [F:3][C:4]1[C:16]([F:17])=[C:15]([F:18])[CH:14]=[CH:13][C:5]=1[NH:6][C@@H:7]([CH3:12])[CH2:8][OH:9]. Given the reactants [BH4-].[Na+].[F:3][C:4]1[C:16]([F:17])=[C:15]([F:18])[CH:14]=[CH:13][C:5]=1[NH:6][C@@H:7]([CH3:12])[C:8](OC)=[O:9].CO, predict the reaction product. (3) Given the reactants [C:1]1([S:7](Cl)(=[O:9])=[O:8])[CH:6]=[CH:5][CH:4]=[CH:3][CH:2]=1.[CH3:11][N:12]1[CH2:17][CH2:16][CH:15]([C:18]2[C:26]3[C:21](=[CH:22][CH:23]=[C:24]([OH:27])[CH:25]=3)[NH:20][CH:19]=2)[CH2:14][CH2:13]1.[OH-].[Na+], predict the reaction product. The product is: [CH3:11][N:12]1[CH2:17][CH2:16][CH:15]([C:18]2[C:26]3[C:21](=[CH:22][CH:23]=[C:24]([O:27][S:7]([C:1]4[CH:6]=[CH:5][CH:4]=[CH:3][CH:2]=4)(=[O:9])=[O:8])[CH:25]=3)[NH:20][CH:19]=2)[CH2:14][CH2:13]1. (4) Given the reactants [F:1][C:2]1[CH:19]=[CH:18][C:5]([CH2:6][CH:7]2[CH2:12][CH2:11][N:10]([C:13](=[O:17])[C:14]([OH:16])=O)[CH2:9][CH2:8]2)=[CH:4][CH:3]=1.[NH2:20][C:21]1[CH:22]=[CH:23][C:24]2[NH:28][S:27](=[O:30])(=[O:29])[CH2:26][C:25]=2[CH:31]=1, predict the reaction product. The product is: [O:29]=[S:27]1(=[O:30])[CH2:26][C:25]2[CH:31]=[C:21]([NH:20][C:14](=[O:16])[C:13]([N:10]3[CH2:9][CH2:8][CH:7]([CH2:6][C:5]4[CH:4]=[CH:3][C:2]([F:1])=[CH:19][CH:18]=4)[CH2:12][CH2:11]3)=[O:17])[CH:22]=[CH:23][C:24]=2[NH:28]1.